This data is from Forward reaction prediction with 1.9M reactions from USPTO patents (1976-2016). The task is: Predict the product of the given reaction. (1) Given the reactants Br[C:2]1[CH:3]=[C:4]([NH:10][C:11]2[CH:20]=[CH:19][C:18]3[CH2:17][N:16]([CH3:21])[CH2:15][CH2:14][C:13]=3[N:12]=2)[C:5](=[O:9])[N:6]([CH3:8])[CH:7]=1.[C:22]([O:25][CH2:26][C:27]1[C:32]([N:33]2[CH2:44][CH2:43][N:42]3[C:35](=[CH:36][C:37]4[CH2:38][C:39]([CH3:46])([CH3:45])[CH2:40][C:41]=43)[C:34]2=[O:47])=[CH:31][C:30]([F:48])=[CH:29][C:28]=1B1OC(C)(C)C(C)(C)O1)(=[O:24])[CH3:23], predict the reaction product. The product is: [F:48][C:30]1[CH:29]=[C:28]([C:2]2[CH:3]=[C:4]([NH:10][C:11]3[CH:20]=[CH:19][C:18]4[CH2:17][N:16]([CH3:21])[CH2:15][CH2:14][C:13]=4[N:12]=3)[C:5](=[O:9])[N:6]([CH3:8])[CH:7]=2)[C:27]([CH2:26][O:25][C:22](=[O:24])[CH3:23])=[C:32]([N:33]2[CH2:44][CH2:43][N:42]3[C:35](=[CH:36][C:37]4[CH2:38][C:39]([CH3:45])([CH3:46])[CH2:40][C:41]=43)[C:34]2=[O:47])[CH:31]=1. (2) The product is: [I:21][C:17]1[CH:16]=[C:15]([CH:20]=[CH:19][CH:18]=1)[CH2:14][N:9]([C:5]1[CH:6]=[CH:7][CH:8]=[C:3]([C:1]2[NH:38][N:37]=[N:36][N:2]=2)[CH:4]=1)[C:10](=[O:13])[CH2:11][CH3:12]. Given the reactants [C:1]([C:3]1[CH:4]=[C:5]([N:9]([CH2:14][C:15]2[CH:20]=[CH:19][CH:18]=[C:17]([I:21])[CH:16]=2)[C:10](=[O:13])[CH2:11][CH3:12])[CH:6]=[CH:7][CH:8]=1)#[N:2].C([Sn](=O)CCCC)CCC.C[Si]([N:36]=[N+:37]=[N-:38])(C)C, predict the reaction product. (3) The product is: [CH2:1]([O:8][C:9]1[C:10]2[CH:23]=[CH:22][CH:21]=[CH:20][C:11]=2[C:12]2[C@H:13]([CH2:18][Cl:19])[CH2:14][N:15]([C:32](=[O:33])[C:31]([F:42])([F:41])[F:30])[C:16]=2[CH:17]=1)[C:2]1[CH:3]=[CH:4][CH:5]=[CH:6][CH:7]=1. Given the reactants [CH2:1]([O:8][C:9]1[C:10]2[CH:23]=[CH:22][CH:21]=[CH:20][C:11]=2[C:12]2[C@H:13]([CH2:18][Cl:19])[CH2:14][NH:15][C:16]=2[CH:17]=1)[C:2]1[CH:7]=[CH:6][CH:5]=[CH:4][CH:3]=1.N1C=CC=CC=1.[F:30][C:31]([F:42])([F:41])[C:32](O[C:32](=[O:33])[C:31]([F:42])([F:41])[F:30])=[O:33].C(OCC)(=O)C, predict the reaction product. (4) Given the reactants [Cl:1][CH2:2][C:3](Cl)=[O:4].[CH3:6][O:7][C:8]1[CH:18]=[CH:17][C:11]([CH2:12][S:13][CH2:14][CH2:15][NH2:16])=[CH:10][CH:9]=1.C(N(CC)CC)C, predict the reaction product. The product is: [CH3:6][O:7][C:8]1[CH:18]=[CH:17][C:11]([CH2:12][S:13][CH2:14][CH2:15][NH:16][C:3](=[O:4])[CH2:2][Cl:1])=[CH:10][CH:9]=1. (5) Given the reactants [F:1][C:2]([F:37])([F:36])[C:3]([C:18]1[C:19]([CH2:33][CH2:34][CH3:35])=[CH:20][C:21]([N:24]2[CH2:29][CH2:28][N:27]([CH2:30][CH2:31]O)[CH2:26][CH2:25]2)=[N:22][CH:23]=1)([O:8][CH2:9][C:10]1[CH:15]=[CH:14][C:13]([O:16][CH3:17])=[CH:12][CH:11]=1)[C:4]([F:7])([F:6])[F:5].[CH3:38][C:39]1([C:46]2[CH:51]=[CH:50][C:49]([O:52][CH:53]([CH3:55])[CH3:54])=[CH:48][CH:47]=2)[NH:43][C:42](=[O:44])[NH:41][C:40]1=[O:45].C1(P(C2C=CC=CC=2)C2C=CC=CC=2)C=CC=CC=1.CCOC(/N=N/C(OCC)=O)=O.Cl, predict the reaction product. The product is: [F:36][C:2]([F:1])([F:37])[C:3]([C:18]1[C:19]([CH2:33][CH2:34][CH3:35])=[CH:20][C:21]([N:24]2[CH2:29][CH2:28][N:27]([CH2:30][CH2:31][N:41]3[C:40](=[O:45])[C:39]([C:46]4[CH:51]=[CH:50][C:49]([O:52][CH:53]([CH3:55])[CH3:54])=[CH:48][CH:47]=4)([CH3:38])[NH:43][C:42]3=[O:44])[CH2:26][CH2:25]2)=[N:22][CH:23]=1)([O:8][CH2:9][C:10]1[CH:11]=[CH:12][C:13]([O:16][CH3:17])=[CH:14][CH:15]=1)[C:4]([F:7])([F:6])[F:5].